This data is from Full USPTO retrosynthesis dataset with 1.9M reactions from patents (1976-2016). The task is: Predict the reactants needed to synthesize the given product. (1) Given the product [CH2:1]([O:3][C:4](=[O:26])[C:5]1[CH:10]=[C:9]([NH2:11])[C:8]([NH:14][CH3:15])=[CH:7][C:6]=1[N:16]1[CH2:17][CH2:18][CH:19]([C:22]([F:23])([F:24])[F:25])[CH2:20][CH2:21]1)[CH3:2], predict the reactants needed to synthesize it. The reactants are: [CH2:1]([O:3][C:4](=[O:26])[C:5]1[CH:10]=[C:9]([N+:11]([O-])=O)[C:8]([NH:14][CH3:15])=[CH:7][C:6]=1[N:16]1[CH2:21][CH2:20][CH:19]([C:22]([F:25])([F:24])[F:23])[CH2:18][CH2:17]1)[CH3:2]. (2) Given the product [CH3:11][C:8]1([CH3:12])[O:7][C:6](=[O:13])[N:5]([CH2:4][C:3]2[CH:14]=[CH:15][CH:16]=[CH:17][C:2]=2[NH:1][S:27]([C:26]([F:39])([F:38])[F:25])(=[O:29])=[O:28])[C:9]1=[O:10], predict the reactants needed to synthesize it. The reactants are: [NH2:1][C:2]1[CH:17]=[CH:16][CH:15]=[CH:14][C:3]=1[CH2:4][N:5]1[C:9](=[O:10])[C:8]([CH3:12])([CH3:11])[O:7][C:6]1=[O:13].C(N(CC)CC)C.[F:25][C:26]([F:39])([F:38])[S:27](O[S:27]([C:26]([F:39])([F:38])[F:25])(=[O:29])=[O:28])(=[O:29])=[O:28].O. (3) Given the product [CH2:45]([O:44][C:42]([NH:1][C:2]1[CH:7]=[C:6]([CH2:8][C@H:9]2[C:12](=[O:13])[N:11]([C:14](=[O:24])[NH:15][C@@H:16]([C:18]3[CH:23]=[CH:22][CH:21]=[CH:20][CH:19]=3)[CH3:17])[C@@H:10]2[C:25]([O:27][CH2:28][C:29]2[CH:34]=[CH:33][CH:32]=[CH:31][CH:30]=2)=[O:26])[CH:5]=[CH:4][N:3]=1)=[O:43])[CH2:46][CH2:47][CH2:48][CH2:49][CH3:50], predict the reactants needed to synthesize it. The reactants are: [NH2:1][C:2]1[CH:7]=[C:6]([CH2:8][C@H:9]2[C:12](=[O:13])[N:11]([C:14](=[O:24])[NH:15][C@@H:16]([C:18]3[CH:23]=[CH:22][CH:21]=[CH:20][CH:19]=3)[CH3:17])[C@@H:10]2[C:25]([O:27][CH2:28][C:29]2[CH:34]=[CH:33][CH:32]=[CH:31][CH:30]=2)=[O:26])[CH:5]=[CH:4][N:3]=1.N1C=CC=CC=1.Cl[C:42]([O:44][CH2:45][CH2:46][CH2:47][CH2:48][CH2:49][CH3:50])=[O:43]. (4) Given the product [ClH:1].[ClH:31].[Cl:1][C:2]1[CH:3]=[C:4]([CH2:9][NH:10][CH:11]2[CH2:16][CH2:15][N:14]([CH2:17][CH2:18][N:19]3[C:28]4[C:23](=[N:24][CH:25]=[C:26]([F:29])[CH:27]=4)[CH:22]=[CH:21][C:20]3=[O:30])[CH2:13][CH2:12]2)[CH:5]=[CH:6][C:7]=1[Cl:8], predict the reactants needed to synthesize it. The reactants are: [Cl:1][C:2]1[CH:3]=[C:4]([CH2:9][NH:10][CH:11]2[CH2:16][CH2:15][N:14]([CH2:17][CH2:18][N:19]3[C:28]4[C:23](=[N:24][CH:25]=[C:26]([F:29])[CH:27]=4)[CH:22]=[CH:21][C:20]3=[O:30])[CH2:13][CH2:12]2)[CH:5]=[CH:6][C:7]=1[Cl:8].[ClH:31]. (5) Given the product [CH2:30]([C@H:27]([NH:26][C:22]1[N:21]=[C:20]([Cl:37])[N:19]=[C:18]2[C:23]=1[N:24]=[CH:25][N:17]2[C@H:7]1[C@H:6]([OH:38])[C@H:5]([OH:4])[C@@H:9]([C:10]2[N:11]=[N:12][N:13]([CH2:15][CH3:16])[N:14]=2)[O:8]1)[CH2:28][OH:29])[C:31]1[CH:32]=[CH:33][CH:34]=[CH:35][CH:36]=1, predict the reactants needed to synthesize it. The reactants are: C([O:4][C@@H:5]1[C@@H:9]([C:10]2[N:11]=[N:12][N:13]([CH2:15][CH3:16])[N:14]=2)[O:8][C@@H:7]([N:17]2[CH:25]=[N:24][C:23]3[C:18]2=[N:19][C:20]([Cl:37])=[N:21][C:22]=3[NH:26][C@@H:27]([CH2:30][C:31]2[CH:36]=[CH:35][CH:34]=[CH:33][CH:32]=2)[CH2:28][OH:29])[C@@H:6]1[O:38]C(=O)C)(=O)C.C([C@H](NC1N=C(Cl)N=C2C=1N=CN2[C@H]1[C@H](O)[C@H](O)[C@@H](C2ON=C(CC)C=2)O1)CO)C1C=CC=CC=1. (6) Given the product [CH:1]([O:4][C:5]1[CH:35]=[CH:34][C:8]([O:9][C:10]2[CH:15]=[CH:14][C:13]([C:16]3[CH:20]=[C:19]([CH:21]([NH2:23])[CH3:22])[O:18][N:17]=3)=[CH:12][CH:11]=2)=[CH:7][CH:6]=1)([CH3:2])[CH3:3], predict the reactants needed to synthesize it. The reactants are: [CH:1]([O:4][C:5]1[CH:35]=[CH:34][C:8]([O:9][C:10]2[CH:15]=[CH:14][C:13]([C:16]3[CH:20]=[C:19]([CH:21]([N:23]4C(=O)C5C(=CC=CC=5)C4=O)[CH3:22])[O:18][N:17]=3)=[CH:12][CH:11]=2)=[CH:7][CH:6]=1)([CH3:3])[CH3:2].O.NN.